The task is: Predict the product of the given reaction.. This data is from Forward reaction prediction with 1.9M reactions from USPTO patents (1976-2016). (1) Given the reactants C(C1N=C(N2CCC(F)(F)C2)C2N=NN(CC)C=2N=1)(C)(C)C.[C:23]([C:27]1[N:28]=[C:29]([N:36]2[CH2:40][CH2:39][C:38]([F:42])([F:41])[CH2:37]2)[C:30]2[N:35]=[N:34][NH:33][C:31]=2[N:32]=1)([CH3:26])([CH3:25])[CH3:24].Br[CH2:44][C:45]([C:47]1[CH:52]=[CH:51][CH:50]=[CH:49][C:48]=1[Cl:53])=[O:46], predict the reaction product. The product is: [C:23]([C:27]1[N:28]=[C:29]([N:36]2[CH2:40][CH2:39][C:38]([F:41])([F:42])[CH2:37]2)[C:30]2[N:35]=[N:34][N:33]([CH2:44][C:45]([C:47]3[CH:52]=[CH:51][CH:50]=[CH:49][C:48]=3[Cl:53])=[O:46])[C:31]=2[N:32]=1)([CH3:26])([CH3:24])[CH3:25]. (2) Given the reactants [CH3:1][C:2]([O:6][C:7]1[CH:8]=[C:9]2[C:14](=[CH:15][CH:16]=1)[N:13]=[CH:12][CH:11]=[CH:10]2)([CH3:5])[C:3]#[CH:4], predict the reaction product. The product is: [CH3:5][C:2]1([CH3:1])[O:6][C:7]2[C:8](=[C:9]3[C:14](=[CH:15][CH:16]=2)[N:13]=[CH:12][CH:11]=[CH:10]3)[CH:4]=[CH:3]1. (3) Given the reactants [NH2:1][C:2](=[N:14][OH:15])[C:3]1[CH:4]=[CH:5][C:6]([OH:13])=[C:7]([CH:12]=1)[C:8]([O:10][CH3:11])=[O:9].CCN([CH:22]([CH3:24])[CH3:23])C(C)C.[CH2:25]1[CH2:29]O[CH2:27][CH2:26]1, predict the reaction product. The product is: [CH3:27][C:26]1[CH:2]=[C:3]([C:12]2[O:15][N:14]=[C:2]([C:3]3[CH:4]=[CH:5][C:6]([OH:13])=[C:7]([CH:12]=3)[C:8]([O:10][CH3:11])=[O:9])[N:1]=2)[CH:4]=[CH:5][C:25]=1[C:29]1[CH:8]=[CH:7][CH:6]=[CH:24][C:22]=1[CH3:23].